From a dataset of Peptide-MHC class I binding affinity with 185,985 pairs from IEDB/IMGT. Regression. Given a peptide amino acid sequence and an MHC pseudo amino acid sequence, predict their binding affinity value. This is MHC class I binding data. (1) The peptide sequence is IIFLFILLL. The MHC is HLA-A02:03 with pseudo-sequence HLA-A02:03. The binding affinity (normalized) is 0.263. (2) The peptide sequence is GILISLINSL. The binding affinity (normalized) is 0.359. The MHC is HLA-A02:06 with pseudo-sequence HLA-A02:06. (3) The peptide sequence is YFARRFKYL. The MHC is HLA-A80:01 with pseudo-sequence HLA-A80:01. The binding affinity (normalized) is 0.0847. (4) The peptide sequence is PDLKTVHNI. The MHC is HLA-B40:02 with pseudo-sequence HLA-B40:02. The binding affinity (normalized) is 0. (5) The peptide sequence is LMKTANNYET. The MHC is HLA-A68:02 with pseudo-sequence HLA-A68:02. The binding affinity (normalized) is 0.120.